This data is from Reaction yield outcomes from USPTO patents with 853,638 reactions. The task is: Predict the reaction yield, written as a fraction of the theoretical maximum amount of product (1.0 means a 100% yield; for example, 0.34 means a 34% yield). (1) The reactants are C[O:2][C:3]([C:5]1[C:6]([C:15]2[CH:20]=[CH:19][CH:18]=[CH:17][CH:16]=2)=[CH:7][CH:8]=[C:9]([S:11]([CH3:14])(=[O:13])=[O:12])[CH:10]=1)=[O:4].[OH-].[Na+].Cl. The catalyst is C1COCC1. The product is [CH3:14][S:11]([C:9]1[CH:10]=[C:5]([C:3]([OH:4])=[O:2])[C:6]([C:15]2[CH:20]=[CH:19][CH:18]=[CH:17][CH:16]=2)=[CH:7][CH:8]=1)(=[O:12])=[O:13]. The yield is 0.950. (2) The reactants are [CH:1]12[NH:8][CH:5]([CH2:6][CH2:7]1)[CH2:4][N:3]([C:9]([C:11]1[CH:12]=[CH:13][C:14]([NH:17][C:18]3[N:19]=[CH:20][C:21]4[CH:26]=[C:25]([C:27]([N:29]([CH3:31])[CH3:30])=[O:28])[N:24]([CH:32]5[CH2:36][CH2:35][CH2:34][CH2:33]5)[C:22]=4[N:23]=3)=[N:15][CH:16]=1)=[O:10])[CH2:2]2.C(O[BH-]([O:46][C:47](=O)[CH3:48])OC(=O)C)(=O)C.[Na+].Cl[CH2:52]Cl. No catalyst specified. The product is [CH:32]1([N:24]2[C:22]3[N:23]=[C:18]([NH:17][C:14]4[CH:13]=[CH:12][C:11]([C:9]([N:3]5[CH2:4][CH:5]6[N:8]([CH:48]([CH3:52])[CH2:47][OH:46])[CH:1]([CH2:7][CH2:6]6)[CH2:2]5)=[O:10])=[CH:16][N:15]=4)[N:19]=[CH:20][C:21]=3[CH:26]=[C:25]2[C:27]([N:29]([CH3:31])[CH3:30])=[O:28])[CH2:33][CH2:34][CH2:35][CH2:36]1. The yield is 0.330. (3) The reactants are CN([CH2:4][C:5]1[C:9]2[CH:10]=[CH:11][CH:12]=[C:13]([O:14][CH2:15][C:16]3[CH:21]=[CH:20][CH:19]=[CH:18][CH:17]=3)[C:8]=2[NH:7][CH:6]=1)C.[OH-].[Na+].[N+:24]([CH:27]([CH3:29])[CH3:28])([O-:26])=[O:25]. The catalyst is CCOCC. The product is [CH3:28][C:27]([N+:24]([O-:26])=[O:25])([CH3:29])[CH2:4][C:5]1[C:9]2[C:8](=[C:13]([O:14][CH2:15][C:16]3[CH:17]=[CH:18][CH:19]=[CH:20][CH:21]=3)[CH:12]=[CH:11][CH:10]=2)[NH:7][CH:6]=1. The yield is 0.920. (4) The reactants are [CH3:1][O:2][C:3]1[CH:4]=[C:5]([CH:15]=[CH:16][C:17]=1[N+:18]([O-:20])=[O:19])[CH2:6][CH:7]=[CH:8][CH2:9][PH:10](=[O:14])[O:11][CH2:12][CH3:13].[CH3:21][C:22]1([CH3:38])[C:26]([CH3:28])([CH3:27])[O:25][B:24]([C:29]2[CH:30]=[N:31][N:32]([CH2:34]CCO)[CH:33]=2)[O:23]1.CCN(C(C)C)C(C)C.F[P-](F)(F)(F)(F)F.N1(O[P+](N2CCCC2)(N2CCCC2)N2CCCC2)C2C=CC=CC=2N=N1. The catalyst is ClCCCl. The product is [CH3:1][O:2][C:3]1[CH:4]=[C:5]([CH:15]=[CH:16][C:17]=1[N+:18]([O-:20])=[O:19])[CH2:6][CH:7]=[CH:8][CH2:9][PH:10](=[O:14])[O:11][CH2:12][CH2:13][CH2:34][N:32]1[CH:33]=[C:29]([B:24]2[O:25][C:26]([CH3:28])([CH3:27])[C:22]([CH3:38])([CH3:21])[O:23]2)[CH:30]=[N:31]1. The yield is 0.420. (5) The reactants are [CH:1]1[CH:6]=[N:5][CH:4]=[C:3]2[CH2:7][O:8][C:9]3[CH:10]=[C:11]([O:15][CH2:16][C@@H:17]([N:22]4C(=O)C5C(=CC=CC=5)C4=O)[CH2:18][CH:19]([CH3:21])[CH3:20])[CH:12]=[CH:13][C:14]=3[C:2]=12.NN. The catalyst is C(O)C. The product is [CH:1]1[CH:6]=[N:5][CH:4]=[C:3]2[CH2:7][O:8][C:9]3[CH:10]=[C:11]([O:15][CH2:16][C@@H:17]([NH2:22])[CH2:18][CH:19]([CH3:20])[CH3:21])[CH:12]=[CH:13][C:14]=3[C:2]=12. The yield is 0.390. (6) The catalyst is O1CCCC1. The yield is 0.150. The reactants are [O:1]=[C:2]1[C:7]([CH2:8][C:9]2[CH:14]=[CH:13][C:12]([C:15]3[C:16]([C:21]#[N:22])=[CH:17][CH:18]=[CH:19][CH:20]=3)=[CH:11][CH:10]=2)=[C:6]([CH2:23][CH2:24][CH3:25])[N:5]2[N:26]=[CH:27][N:28]=[C:4]2[N:3]1[C@H:29]1[CH2:34][CH2:33][C@H:32]([O:35][CH2:36][CH:37]=[O:38])[CH2:31][CH2:30]1.C[Si](C)(C)[C:41]([F:44])([F:43])[F:42].[F-].C([N+](CCCC)(CCCC)CCCC)CCC.Cl. The product is [O:1]=[C:2]1[C:7]([CH2:8][C:9]2[CH:14]=[CH:13][C:12]([C:15]3[C:16]([C:21]#[N:22])=[CH:17][CH:18]=[CH:19][CH:20]=3)=[CH:11][CH:10]=2)=[C:6]([CH2:23][CH2:24][CH3:25])[N:5]2[N:26]=[CH:27][N:28]=[C:4]2[N:3]1[C@H:29]1[CH2:30][CH2:31][C@H:32]([O:35][CH2:36][CH:37]([OH:38])[C:41]([F:44])([F:43])[F:42])[CH2:33][CH2:34]1.